Dataset: Catalyst prediction with 721,799 reactions and 888 catalyst types from USPTO. Task: Predict which catalyst facilitates the given reaction. Reactant: CCN=C=NCCCN(C)C.C1C=CC2N(O)N=NC=2C=1.[CH:22]([C:25]1[CH:31]=[CH:30][CH:29]=[C:28]([CH:32]([CH3:34])[CH3:33])[C:26]=1[NH2:27])([CH3:24])[CH3:23].[Br:35][CH2:36][CH2:37][CH2:38][CH2:39][CH2:40][C:41](O)=[O:42]. Product: [Br:35][CH2:36][CH2:37][CH2:38][CH2:39][CH2:40][C:41]([NH:27][C:26]1[C:25]([CH:22]([CH3:24])[CH3:23])=[CH:31][CH:30]=[CH:29][C:28]=1[CH:32]([CH3:34])[CH3:33])=[O:42]. The catalyst class is: 3.